Dataset: CYP2C9 inhibition data for predicting drug metabolism from PubChem BioAssay. Task: Regression/Classification. Given a drug SMILES string, predict its absorption, distribution, metabolism, or excretion properties. Task type varies by dataset: regression for continuous measurements (e.g., permeability, clearance, half-life) or binary classification for categorical outcomes (e.g., BBB penetration, CYP inhibition). Dataset: cyp2c9_veith. (1) The drug is CN(Cc1ccco1)c1ncncc1-c1ccoc1. The result is 0 (non-inhibitor). (2) The compound is NC1(C(=O)NC2(C(=O)O)CCCC2)CCCC1. The result is 0 (non-inhibitor). (3) The result is 0 (non-inhibitor). The drug is COC(=O)c1cc2n(n1)CCN(Cc1ccc(OC)cc1)C2=O. (4) The molecule is COC(=O)[C@@H]1CCCN1C(=O)[C@@H](C)CO. The result is 0 (non-inhibitor). (5) The compound is Cc1nn(C)c(Cl)c1NC(=O)OCc1ccc(F)cc1. The result is 0 (non-inhibitor). (6) The drug is CC(=O)N1C2C3N(C(C)=O)C1C1N(C(C)=O)C(C(N1C(C)=O)N3C(C)=O)N2C(C)=O. The result is 0 (non-inhibitor). (7) The compound is Cc1ccc(SCCNC(=O)c2ccc(C)c(S(=O)(=O)Nc3ccccc3C)c2)cc1. The result is 1 (inhibitor). (8) The drug is Cn1c(CN2CCOCC2)nnc1SCc1ccccc1. The result is 0 (non-inhibitor).